This data is from Peptide-MHC class I binding affinity with 185,985 pairs from IEDB/IMGT. The task is: Regression. Given a peptide amino acid sequence and an MHC pseudo amino acid sequence, predict their binding affinity value. This is MHC class I binding data. (1) The peptide sequence is WAGIWGGKL. The MHC is HLA-B07:02 with pseudo-sequence HLA-B07:02. The binding affinity (normalized) is 0.125. (2) The peptide sequence is YERGNIIIF. The MHC is HLA-B18:01 with pseudo-sequence HLA-B18:01. The binding affinity (normalized) is 0.680. (3) The peptide sequence is AWEILKFLI. The MHC is HLA-A29:02 with pseudo-sequence HLA-A29:02. The binding affinity (normalized) is 0.231.